This data is from Peptide-MHC class I binding affinity with 185,985 pairs from IEDB/IMGT. The task is: Regression. Given a peptide amino acid sequence and an MHC pseudo amino acid sequence, predict their binding affinity value. This is MHC class I binding data. The peptide sequence is PYNPQSQGVV. The MHC is Mamu-B03 with pseudo-sequence Mamu-B03. The binding affinity (normalized) is 0.